From a dataset of Full USPTO retrosynthesis dataset with 1.9M reactions from patents (1976-2016). Predict the reactants needed to synthesize the given product. (1) Given the product [Cl:1][C:2]1[C:3]([F:9])=[CH:4][C:5]([NH2:6])=[C:7]([I:15])[CH:8]=1, predict the reactants needed to synthesize it. The reactants are: [Cl:1][C:2]1[CH:8]=[CH:7][C:5]([NH2:6])=[CH:4][C:3]=1[F:9].C([O-])(O)=O.[Na+].[I:15]I. (2) Given the product [CH3:35][CH:36]([CH3:72])[C@H:37]([N:42]1[CH2:50][C:49]2[C:44](=[CH:45][CH:46]=[C:47]([C:51]3[CH:52]=[CH:53][C:54]([NH:57][C:58]([NH:60][C:61]4[CH:66]=[CH:65][CH:64]=[C:63]([C:67]([F:70])([F:68])[F:69])[CH:62]=4)=[O:59])=[CH:55][CH:56]=3)[CH:48]=2)[C:43]1=[O:71])[C:38]([OH:40])=[O:39], predict the reactants needed to synthesize it. The reactants are: FC1C=CC(NC(=O)NC2C=CC(C3C=C4C(=CC=3)C(=O)N([C@@H](C(C)C)C(O)=O)C4)=CC=2)=CC=1.[CH3:35][CH:36]([CH3:72])[C@H:37]([N:42]1[CH2:50][C:49]2[C:44](=[CH:45][CH:46]=[C:47]([C:51]3[CH:56]=[CH:55][C:54]([NH:57][C:58]([NH:60][C:61]4[CH:66]=[CH:65][CH:64]=[C:63]([C:67]([F:70])([F:69])[F:68])[CH:62]=4)=[O:59])=[CH:53][CH:52]=3)[CH:48]=2)[C:43]1=[O:71])[C:38]([O:40]C)=[O:39]. (3) The reactants are: [F:1][C:2]([F:12])([F:11])[C:3]1[CH:10]=[CH:9][C:6]([CH:7]=O)=[CH:5][CH:4]=1.[C:13]12([NH2:23])[CH2:22][CH:17]3[CH2:18][CH:19]([CH2:21][CH:15]([CH2:16]3)[CH2:14]1)[CH2:20]2. Given the product [C:13]12([NH:23][CH2:7][C:6]3[CH:9]=[CH:10][C:3]([C:2]([F:12])([F:11])[F:1])=[CH:4][CH:5]=3)[CH2:20][CH:19]3[CH2:18][CH:17]([CH2:16][CH:15]([CH2:21]3)[CH2:14]1)[CH2:22]2, predict the reactants needed to synthesize it. (4) Given the product [Cl:1][C:2]1[CH:10]=[C:9]2[C:5]([CH:6]=[C:7]([C:22]3[CH:27]=[CH:26][CH:25]=[CH:24][CH:23]=3)[N:8]2[CH2:11][C:12]2[N:17]=[C:16]([C:18]([O:20][CH3:21])=[O:19])[CH:15]=[CH:14][CH:13]=2)=[CH:4][C:3]=1[O:28][CH2:35][CH3:36], predict the reactants needed to synthesize it. The reactants are: [Cl:1][C:2]1[CH:10]=[C:9]2[C:5]([CH:6]=[C:7]([C:22]3[CH:27]=[CH:26][CH:25]=[CH:24][CH:23]=3)[N:8]2[CH2:11][C:12]2[N:17]=[C:16]([C:18]([O:20][CH3:21])=[O:19])[CH:15]=[CH:14][CH:13]=2)=[CH:4][C:3]=1[OH:28].C(=O)([O-])[O-].[K+].[K+].[CH2:35](I)[CH3:36]. (5) Given the product [OH:17][CH2:16][C@@H:5]1[C@@H:4]([CH3:3])[CH2:8][CH2:7][N:6]1[C:9]([O:11][C:12]([CH3:13])([CH3:15])[CH3:14])=[O:10], predict the reactants needed to synthesize it. The reactants are: [BH4-].[Li+].[CH3:3][C@H:4]1[CH2:8][CH2:7][N:6]([C:9]([O:11][C:12]([CH3:15])([CH3:14])[CH3:13])=[O:10])[C@@H:5]1[C:16](OCC)=[O:17].CO. (6) Given the product [Br:1][C:2]1[CH:31]=[CH:30][C:29]([F:32])=[CH:28][C:3]=1[O:4][CH:5]1[CH2:10][CH2:9][N:8]([C:11]2[N:12]=[CH:13][C:14]([C:17]3[CH:18]=[N:19][CH:20]=[C:21]([CH:27]=3)[C:22]([OH:24])=[O:23])=[N:15][CH:16]=2)[CH2:7][CH2:6]1, predict the reactants needed to synthesize it. The reactants are: [Br:1][C:2]1[CH:31]=[CH:30][C:29]([F:32])=[CH:28][C:3]=1[O:4][CH:5]1[CH2:10][CH2:9][N:8]([C:11]2[N:12]=[CH:13][C:14]([C:17]3[CH:18]=[N:19][CH:20]=[C:21]([CH:27]=3)[C:22]([O:24]CC)=[O:23])=[N:15][CH:16]=2)[CH2:7][CH2:6]1. (7) Given the product [I:15][C:9]1[C:10]2[N:14]=[CH:17][NH:13][C:11]=2[CH:12]=[C:7]([C:6]2[C:2]([CH3:1])=[N:3][O:4][C:5]=2[CH3:16])[CH:8]=1, predict the reactants needed to synthesize it. The reactants are: [CH3:1][C:2]1[C:6]([C:7]2[CH:12]=[C:11]([NH2:13])[C:10]([NH2:14])=[C:9]([I:15])[CH:8]=2)=[C:5]([CH3:16])[O:4][N:3]=1.[CH:17](O)=O. (8) Given the product [C:17]([O:16][C:14]([C:5]1[CH:6]=[CH:7][C:8]([C:10]([OH:12])=[O:11])=[C:9]2[C:4]=1[CH:3]=[CH:2][NH:1]2)=[O:15])([CH3:20])([CH3:18])[CH3:19], predict the reactants needed to synthesize it. The reactants are: [NH:1]1[C:9]2[C:8]([C:10]([O:12]C)=[O:11])=[CH:7][CH:6]=[C:5]([C:14]([O:16][C:17]([CH3:20])([CH3:19])[CH3:18])=[O:15])[C:4]=2[CH:3]=[CH:2]1.O1CCCC1.O.[OH-].[Li+]. (9) Given the product [NH2:1][C:2]1[N:7]=[C:6]([NH:8][C@H:9]2[CH2:14][CH2:13][C@@H:12]([O:15][CH2:16][CH2:17][OH:18])[CH2:11][CH2:10]2)[C:5](/[CH:23]=[CH:22]/[C:21]([O:25][CH2:26][CH3:27])=[O:24])=[C:4]([CH3:20])[N:3]=1, predict the reactants needed to synthesize it. The reactants are: [NH2:1][C:2]1[N:7]=[C:6]([NH:8][C@@H:9]2[CH2:14][CH2:13][C@H:12]([O:15][CH2:16][CH2:17][OH:18])[CH2:11][CH2:10]2)[C:5](Br)=[C:4]([CH3:20])[N:3]=1.[C:21]([O:25][CH2:26][CH3:27])(=[O:24])[CH:22]=[CH2:23]. (10) Given the product [N:19]1[CH:9]=[CH:10][CH:11]=[C:6]([CH:5]([N:12]2[CH:16]=[C:15]([NH2:17])[CH:14]=[N:13]2)[CH3:4])[CH:7]=1, predict the reactants needed to synthesize it. The reactants are: CN(C)C[CH2:4][CH:5]([N:12]1[CH:16]=[C:15]([NH2:17])[CH:14]=[N:13]1)[C:6]1[CH:11]=[CH:10][CH:9]=C[CH:7]=1.[N:19]1C=CC=C(C(O)C)C=1.